This data is from Catalyst prediction with 721,799 reactions and 888 catalyst types from USPTO. The task is: Predict which catalyst facilitates the given reaction. (1) Reactant: I[C:2]1[CH:7]=[CH:6][C:5]([C:8]2[O:9][C:10]([CH3:13])=[N:11][N:12]=2)=[CH:4][CH:3]=1.[CH3:14][C:15]1[CH:28]=[CH:27][C:18]([C:19]([NH:21][C:22]2[S:23][CH:24]=[N:25][N:26]=2)=[O:20])=[CH:17][C:16]=1B1OC(C)(C)C(C)(C)O1. Product: [S:23]1[CH:24]=[N:25][N:26]=[C:22]1[NH:21][C:19]([C:18]1[CH:17]=[C:16]([C:2]2[CH:7]=[CH:6][C:5]([C:8]3[O:9][C:10]([CH3:13])=[N:11][N:12]=3)=[CH:4][CH:3]=2)[C:15]([CH3:14])=[CH:28][CH:27]=1)=[O:20]. The catalyst class is: 41. (2) Reactant: [CH3:1][N:2]1[CH2:7][CH2:6][N:5]([CH2:8][C:9]2[O:13][C:12]([C:14]3[C:15]([O:29]CC[Si](C)(C)C)=[N:16][C:17]([NH:20][CH2:21][CH2:22][C:23]4[CH:28]=[CH:27][N:26]=[CH:25][CH:24]=4)=[N:18][CH:19]=3)=[N:11][N:10]=2)[CH2:4][CH2:3]1.CCCC[N+](CCCC)(CCCC)CCCC.[F-].C1COCC1. Product: [OH:29][C:15]1[C:14]([C:12]2[O:13][C:9]([CH2:8][N:5]3[CH2:4][CH2:3][N:2]([CH3:1])[CH2:7][CH2:6]3)=[N:10][N:11]=2)=[CH:19][N:18]=[C:17]([NH:20][CH2:21][CH2:22][C:23]2[CH:24]=[CH:25][N:26]=[CH:27][CH:28]=2)[N:16]=1. The catalyst class is: 1. (3) Reactant: [Br:1][C:2]1[C:8]([F:9])=[CH:7][CH:6]=[CH:5][C:3]=1[NH2:4].N1C=CC=CC=1.[C:16](Cl)(=[O:25])[CH:17]=[CH:18][C:19]1[CH:24]=[CH:23][CH:22]=[CH:21][CH:20]=1. Product: [Br:1][C:2]1[C:8]([F:9])=[CH:7][CH:6]=[CH:5][C:3]=1[NH:4][C:16](=[O:25])[CH:17]=[CH:18][C:19]1[CH:24]=[CH:23][CH:22]=[CH:21][CH:20]=1. The catalyst class is: 4. (4) Reactant: C([O:8][N:9]1[C:15](=[O:16])[N:14]2[CH2:17][C@H:10]1[CH2:11][CH2:12][C@H:13]2[C:18]([NH:20][O:21][CH2:22][C:23]([O:25][C:26]([CH3:29])([CH3:28])[CH3:27])=[O:24])=[O:19])C1C=CC=CC=1.[H][H]. Product: [OH:8][N:9]1[C:15](=[O:16])[N:14]2[CH2:17][C@H:10]1[CH2:11][CH2:12][C@H:13]2[C:18]([NH:20][O:21][CH2:22][C:23]([O:25][C:26]([CH3:29])([CH3:28])[CH3:27])=[O:24])=[O:19]. The catalyst class is: 19. (5) Reactant: [NH2:1][C:2]1[CH:10]=[CH:9][C:8]([C:11]#[N:12])=[C:7]2[C:3]=1[CH:4]=[CH:5][NH:6]2.C([O-])([O-])=[O:14].[K+].[K+].OO.O. Product: [NH2:1][C:2]1[CH:10]=[CH:9][C:8]([C:11]([NH2:12])=[O:14])=[C:7]2[C:3]=1[CH:4]=[CH:5][NH:6]2. The catalyst class is: 16.